This data is from Peptide-MHC class II binding affinity with 134,281 pairs from IEDB. The task is: Regression. Given a peptide amino acid sequence and an MHC pseudo amino acid sequence, predict their binding affinity value. This is MHC class II binding data. The peptide sequence is PSNVASHVRVNVYLS. The MHC is DRB1_1101 with pseudo-sequence DRB1_1101. The binding affinity (normalized) is 0.229.